This data is from Forward reaction prediction with 1.9M reactions from USPTO patents (1976-2016). The task is: Predict the product of the given reaction. (1) Given the reactants [CH3:1][O:2][C:3]1[CH:4]=[C:5]2[C:14](=[CH:15][CH:16]=1)[CH:13]=[C:12]([C:17]1[CH:22]=[CH:21][C:20]([O:23][CH3:24])=[CH:19][CH:18]=1)[CH:11]1[CH:6]2[CH2:7][CH2:8][CH2:9][CH2:10]1.C(O)C, predict the reaction product. The product is: [CH3:1][O:2][C:3]1[CH:4]=[C:5]2[C:14](=[CH:15][CH:16]=1)[CH2:13][CH:12]([C:17]1[CH:22]=[CH:21][C:20]([O:23][CH3:24])=[CH:19][CH:18]=1)[CH:11]1[CH:6]2[CH2:7][CH2:8][CH2:9][CH2:10]1. (2) The product is: [C:1]([O:5][C:6](=[O:7])[NH:8][CH2:9][C:10]1([C:17](=[O:19])[NH2:26])[C:12]2([CH2:16][CH2:15][CH2:14][CH2:13]2)[CH2:11]1)([CH3:4])([CH3:3])[CH3:2]. Given the reactants [C:1]([O:5][C:6]([NH:8][CH2:9][C:10]1([C:17]([OH:19])=O)[C:12]2([CH2:16][CH2:15][CH2:14][CH2:13]2)[CH2:11]1)=[O:7])([CH3:4])([CH3:3])[CH3:2].C1C=CC2N(O)N=[N:26]C=2C=1.CN1CCOCC1.C(Cl)CCl.[OH-].[NH4+], predict the reaction product. (3) Given the reactants [CH3:1][O:2][C:3]1[CH:16]=[CH:15][C:6]([CH2:7][N:8]2[CH2:13][CH2:12][C:11](=O)[CH2:10][CH2:9]2)=[CH:5][CH:4]=1.Cl.[NH2:18][OH:19], predict the reaction product. The product is: [CH3:1][O:2][C:3]1[CH:16]=[CH:15][C:6]([CH2:7][N:8]2[CH2:13][CH2:12][C:11](=[N:18][OH:19])[CH2:10][CH2:9]2)=[CH:5][CH:4]=1. (4) Given the reactants P(Cl)(Cl)([Cl:3])=O.[CH2:6]([C:10]1[NH:11][C:12](=O)[C:13]2[NH:18][CH:17]=[CH:16][C:14]=2[N:15]=1)[CH2:7][CH2:8][CH3:9].[OH-].[Na+], predict the reaction product. The product is: [CH2:6]([C:10]1[N:11]=[C:12]([Cl:3])[C:13]2[NH:18][CH:17]=[CH:16][C:14]=2[N:15]=1)[CH2:7][CH2:8][CH3:9]. (5) Given the reactants [CH3:1][C:2]1[CH:7]=[CH:6][CH:5]=[CH:4][C:3]=1[C:8]1[CH:13]=[CH:12][CH:11]=[C:10]([CH2:14][N:15]2[CH2:20][CH2:19][C:18](=O)[CH2:17][CH2:16]2)[CH:9]=1.[F:22][C:23]1[CH:24]=[C:25]([CH:27]=[CH:28][CH:29]=1)[NH2:26].C[Si]([C:34]#[N:35])(C)C, predict the reaction product. The product is: [F:22][C:23]1[CH:24]=[C:25]([NH:26][C:18]2([C:34]#[N:35])[CH2:19][CH2:20][N:15]([CH2:14][C:10]3[CH:9]=[C:8]([C:3]4[CH:4]=[CH:5][CH:6]=[CH:7][C:2]=4[CH3:1])[CH:13]=[CH:12][CH:11]=3)[CH2:16][CH2:17]2)[CH:27]=[CH:28][CH:29]=1. (6) Given the reactants [CH2:1]([C:3]1[CH:8]=[CH:7][C:6]([S:9](Cl)(=[O:11])=[O:10])=[CH:5][CH:4]=1)[CH3:2].[NH2:13][CH:14]1[C:23]2[C:18](=[CH:19][CH:20]=[C:21]([CH2:24][C:25]([NH:27][CH:28]3[C:37]4[C:32](=[CH:33][CH:34]=[CH:35][CH:36]=4)[CH2:31][CH2:30][CH2:29]3)=[O:26])[CH:22]=2)[O:17][C:16]([CH3:39])([CH3:38])[CH:15]1[OH:40].C(N(CC)CC)C.CN(C)C=O, predict the reaction product. The product is: [CH2:1]([C:3]1[CH:8]=[CH:7][C:6]([S:9]([NH:13][CH:14]2[C:23]3[C:18](=[CH:19][CH:20]=[C:21]([CH2:24][C:25]([NH:27][CH:28]4[C:37]5[C:32](=[CH:33][CH:34]=[CH:35][CH:36]=5)[CH2:31][CH2:30][CH2:29]4)=[O:26])[CH:22]=3)[O:17][C:16]([CH3:38])([CH3:39])[CH:15]2[OH:40])(=[O:11])=[O:10])=[CH:5][CH:4]=1)[CH3:2].